From a dataset of Peptide-MHC class I binding affinity with 185,985 pairs from IEDB/IMGT. Regression. Given a peptide amino acid sequence and an MHC pseudo amino acid sequence, predict their binding affinity value. This is MHC class I binding data. (1) The binding affinity (normalized) is 0.0847. The MHC is HLA-A25:01 with pseudo-sequence HLA-A25:01. The peptide sequence is MFWKLPPWL. (2) The peptide sequence is SLCPIRGWAI. The MHC is HLA-A02:03 with pseudo-sequence HLA-A02:03. The binding affinity (normalized) is 0.374. (3) The peptide sequence is RAKFKQLL. The MHC is HLA-B14:02 with pseudo-sequence HLA-B14:02. The binding affinity (normalized) is 0.213. (4) The peptide sequence is LTINKEEALQR. The MHC is HLA-A11:01 with pseudo-sequence HLA-A11:01. The binding affinity (normalized) is 0.205.